From a dataset of Catalyst prediction with 721,799 reactions and 888 catalyst types from USPTO. Predict which catalyst facilitates the given reaction. (1) Reactant: Cl[CH2:2][C:3](=O)[CH3:4].C(=O)([O-])O.[Na+].[C:11]1([C:17](=[O:25])[CH2:18][C:19]2[CH:24]=[CH:23][CH:22]=[CH:21][N:20]=2)[CH:16]=[CH:15][CH:14]=[CH:13][CH:12]=1. Product: [CH3:4][C:3]1[C:18]([C:17]([C:11]2[CH:12]=[CH:13][CH:14]=[CH:15][CH:16]=2)=[O:25])=[C:19]2[N:20]([CH:2]=1)[CH:21]=[CH:22][CH:23]=[CH:24]2. The catalyst class is: 21. (2) Reactant: [CH3:1][O:2][C:3]1[CH:4]=[C:5]([C:11]2([C:16]#[N:17])[CH2:15][CH2:14][CH2:13][CH2:12]2)[CH:6]=[CH:7][C:8]=1[O:9][CH3:10].[H-].[Al+3].[Li+].[H-].[H-].[H-]. Product: [CH3:1][O:2][C:3]1[CH:4]=[C:5]([C:11]2([CH2:16][NH2:17])[CH2:12][CH2:13][CH2:14][CH2:15]2)[CH:6]=[CH:7][C:8]=1[O:9][CH3:10]. The catalyst class is: 28. (3) Reactant: C(O)C.[CH3:4][C:5]([C:7]1[CH:8]=[CH:9][C:10]([OH:14])=[CH:11][C:12]=1[OH:13])=O. Product: [CH2:5]([C:7]1[CH:8]=[CH:9][C:10]([OH:14])=[CH:11][C:12]=1[OH:13])[CH3:4]. The catalyst class is: 6. (4) The catalyst class is: 101. Reactant: Br[C:2]1[CH:3]=[C:4]([C:8]2[C:17]3[C:16]4[CH2:18][C:19]([CH3:22])([CH3:21])[O:20][C:15]=4[C:14]([O:23][CH3:24])=[C:13]([CH2:25][C:26]#[N:27])[C:12]=3[CH2:11][C:10]([CH3:29])([CH3:28])[N:9]=2)[CH:5]=[CH:6][CH:7]=1.C(=[NH:43])(C1C=CC=CC=1)C1C=CC=CC=1.CC(C)([O-])C.[Na+]. Product: [NH2:43][C:2]1[CH:3]=[C:4]([C:8]2[C:17]3[C:16]4[CH2:18][C:19]([CH3:22])([CH3:21])[O:20][C:15]=4[C:14]([O:23][CH3:24])=[C:13]([CH2:25][C:26]#[N:27])[C:12]=3[CH2:11][C:10]([CH3:29])([CH3:28])[N:9]=2)[CH:5]=[CH:6][CH:7]=1. (5) Reactant: [C:1]([C:3]1[CH:4]=[C:5]([CH:10]=[C:11]([C:13]([F:16])([F:15])[F:14])[CH:12]=1)[C:6]([O:8]C)=[O:7])#[N:2].[I-].[Li+]. Product: [C:1]([C:3]1[CH:4]=[C:5]([CH:10]=[C:11]([C:13]([F:14])([F:15])[F:16])[CH:12]=1)[C:6]([OH:8])=[O:7])#[N:2]. The catalyst class is: 17.